From a dataset of NCI-60 drug combinations with 297,098 pairs across 59 cell lines. Regression. Given two drug SMILES strings and cell line genomic features, predict the synergy score measuring deviation from expected non-interaction effect. Drug 1: CCCS(=O)(=O)NC1=C(C(=C(C=C1)F)C(=O)C2=CNC3=C2C=C(C=N3)C4=CC=C(C=C4)Cl)F. Drug 2: C1=CC(=CC=C1CCCC(=O)O)N(CCCl)CCCl. Cell line: OVCAR-8. Synergy scores: CSS=21.5, Synergy_ZIP=-0.00942, Synergy_Bliss=4.32, Synergy_Loewe=-0.251, Synergy_HSA=2.48.